This data is from Reaction yield outcomes from USPTO patents with 853,638 reactions. The task is: Predict the reaction yield, written as a fraction of the theoretical maximum amount of product (1.0 means a 100% yield; for example, 0.34 means a 34% yield). The reactants are [Al+3].[Cl-].[Cl-].[Cl-].[C:5](Cl)(=[O:10])/[C:6](=[CH:8]/[CH3:9])/[CH3:7].[CH3:12][O:13][C:14]1[CH:19]=[CH:18][C:17]([O:20][CH3:21])=[CH:16][CH:15]=1.Cl. The catalyst is C(Cl)Cl. The product is [CH3:12][O:13][C:14]1[CH:19]=[CH:18][C:17]([O:20][CH3:21])=[C:16]2[C:15]=1[CH:8]([CH3:9])[CH:6]([CH3:7])[C:5]2=[O:10]. The yield is 0.120.